This data is from Reaction yield outcomes from USPTO patents with 853,638 reactions. The task is: Predict the reaction yield, written as a fraction of the theoretical maximum amount of product (1.0 means a 100% yield; for example, 0.34 means a 34% yield). (1) The reactants are C([O:4][CH2:5][C:6]1[C:14]([CH2:15][C@@H:16]([CH2:22][C:23]([O:25][CH2:26]C)=[O:24])[C:17]([O:19][CH2:20]C)=[O:18])=[CH:13][C:12]([Br:28])=[C:11]2[C:7]=1[C:8]([Cl:29])=[N:9][NH:10]2)(=O)C.CO.C[O-].[Mg+2].C[O-]. No catalyst specified. The product is [Br:28][C:12]1[CH:13]=[C:14]([CH2:15][C@@H:16]([CH2:22][C:23]([O:25][CH3:26])=[O:24])[C:17]([O:19][CH3:20])=[O:18])[C:6]([CH2:5][OH:4])=[C:7]2[C:11]=1[NH:10][N:9]=[C:8]2[Cl:29]. The yield is 0.960. (2) The product is [OH:29][CH:17]1[CH:18]2[C:19]([C:21](=[O:22])[O:23][CH2:1]2)=[CH:24][CH:25]2[CH:11]1[CH2:12][CH2:13][CH2:14][CH2:15]2. The catalyst is O1CCCC1. The yield is 0.990. The reactants are [CH3:1][Si]([N-][Si](C)(C)C)(C)C.[Li+].[CH3:11][CH2:12][CH2:13][CH2:14][CH2:15]C.[C:17]([OH:29])(=O)[CH2:18][C:19]([CH2:24][C:25](O)=O)([C:21]([OH:23])=[O:22])O. (3) The reactants are [OH-].[K+].[Cl:3][C:4]1[CH:5]=[C:6]([N:10]2[C:14]([C:15]3[CH:20]=[CH:19][CH:18]=[C:17]([C:21]([F:24])([F:23])[F:22])[CH:16]=3)=[CH:13][C:12]([C:25]([O:27]CC)=[O:26])=[N:11]2)[CH:7]=[CH:8][CH:9]=1.Cl. The catalyst is CO.O. The product is [Cl:3][C:4]1[CH:5]=[C:6]([N:10]2[C:14]([C:15]3[CH:20]=[CH:19][CH:18]=[C:17]([C:21]([F:24])([F:23])[F:22])[CH:16]=3)=[CH:13][C:12]([C:25]([OH:27])=[O:26])=[N:11]2)[CH:7]=[CH:8][CH:9]=1. The yield is 0.930. (4) The reactants are [Br:1][C:2]1[CH:10]=[C:9]2[C:5]([C:6]3[CH2:15][CH2:14][NH:13][CH2:12][C:7]=3[N:8]2[CH3:11])=[CH:4][CH:3]=1.[BH-](OC(C)=O)(OC(C)=O)O[C:18](C)=O.[Na+]. The catalyst is CO.C(Cl)Cl.C=O. The product is [Br:1][C:2]1[CH:10]=[C:9]2[C:5]([C:6]3[CH2:15][CH2:14][N:13]([CH3:18])[CH2:12][C:7]=3[N:8]2[CH3:11])=[CH:4][CH:3]=1. The yield is 0.880. (5) The reactants are Br[C:2]1[CH:3]=[CH:4][C:5]2[NH:6][C:7]3[C:12]([C:13]=2[CH:14]=1)=[CH:11][C:10](Br)=[CH:9][CH:8]=3.[C:16]1(B(O)O)[CH:21]=[CH:20][CH:19]=[CH:18][CH:17]=1.C(=O)([O-])[O-].[Na+].[Na+]. The catalyst is C1C=CC([P]([Pd]([P](C2C=CC=CC=2)(C2C=CC=CC=2)C2C=CC=CC=2)([P](C2C=CC=CC=2)(C2C=CC=CC=2)C2C=CC=CC=2)[P](C2C=CC=CC=2)(C2C=CC=CC=2)C2C=CC=CC=2)(C2C=CC=CC=2)C2C=CC=CC=2)=CC=1.C1(C)C=CC=CC=1. The product is [C:16]1([C:2]2[CH:3]=[CH:4][C:5]3[NH:6][C:7]4[C:12]([C:13]=3[CH:14]=2)=[CH:11][C:10]([C:2]2[CH:3]=[CH:4][CH:5]=[CH:13][CH:14]=2)=[CH:9][CH:8]=4)[CH:21]=[CH:20][CH:19]=[CH:18][CH:17]=1. The yield is 0.740. (6) The reactants are [CH:1]1([S:4]([C:7]2[CH:12]=[CH:11][C:10](/[C:13](/[C:21](=[O:24])[CH:22]=[CH2:23])=[CH:14]\[CH:15]3[CH2:20][CH2:19][O:18][CH2:17][CH2:16]3)=[CH:9][CH:8]=2)(=[O:6])=[O:5])[CH2:3][CH2:2]1.[OH:25][CH:26]([C:31]1[CH:32]=[CH:33][C:34]([CH:37]=[O:38])=[N:35][CH:36]=1)[C:27]([OH:30])([CH3:29])[CH3:28].C(N(CC)CC)C.O1CCCC1. The catalyst is [Cl-].C([N+]1C(C)=C(CCO)SC=1)C1C=CC=CC=1.C(O)C. The product is [CH:1]1([S:4]([C:7]2[CH:8]=[CH:9][C:10](/[C:13](=[CH:14]\[CH:15]3[CH2:20][CH2:19][O:18][CH2:17][CH2:16]3)/[C:21](=[O:24])[CH2:22][CH2:23][C:37]([C:34]3[CH:33]=[CH:32][C:31]([CH:26]([OH:25])[C:27]([OH:30])([CH3:28])[CH3:29])=[CH:36][N:35]=3)=[O:38])=[CH:11][CH:12]=2)(=[O:6])=[O:5])[CH2:2][CH2:3]1. The yield is 0.790.